From a dataset of Catalyst prediction with 721,799 reactions and 888 catalyst types from USPTO. Predict which catalyst facilitates the given reaction. (1) Reactant: [Br:1][C:2]1[CH:3]=[CH:4][C:5]2[O:9][CH:8]=[C:7]([C:10]([O:12][CH2:13][CH3:14])=[O:11])[C:6]=2[CH:15]=1.[N+:16]([O-])([OH:18])=[O:17]. Product: [Br:1][C:2]1[C:3]([N+:16]([O-:18])=[O:17])=[CH:4][C:5]2[O:9][CH:8]=[C:7]([C:10]([O:12][CH2:13][CH3:14])=[O:11])[C:6]=2[CH:15]=1. The catalyst class is: 22. (2) Reactant: Br[C:2]1[CH:15]=[C:14]2[C:5]([O:6][C:7]3[C:8]([F:24])=[CH:9][C:10]([O:22][CH3:23])=[CH:11][C:12]=3[C@:13]32[N:20]=[C:19]([NH2:21])[CH2:18][O:17][CH2:16]3)=[CH:4][CH:3]=1.Cl.[F:26][C:27]1([F:33])[CH2:32][CH2:31][NH:30][CH2:29][CH2:28]1.[Li+].C[Si]([N-][Si](C)(C)C)(C)C. Product: [F:26][C:27]1([F:33])[CH2:32][CH2:31][N:30]([C:2]2[CH:15]=[C:14]3[C:5]([O:6][C:7]4[C:8]([F:24])=[CH:9][C:10]([O:22][CH3:23])=[CH:11][C:12]=4[C@:13]43[N:20]=[C:19]([NH2:21])[CH2:18][O:17][CH2:16]4)=[CH:4][CH:3]=2)[CH2:29][CH2:28]1. The catalyst class is: 1. (3) Reactant: [CH2:1]([O:8][C:9]1[CH:10]=[C:11]([CH2:15][CH:16]([NH:22]C(OC(C)(C)C)=O)[C:17]([O:19][CH2:20][CH3:21])=[O:18])[CH:12]=[CH:13][CH:14]=1)[C:2]1[CH:7]=[CH:6][CH:5]=[CH:4][CH:3]=1.C(O)(C(F)(F)F)=O. Product: [NH2:22][CH:16]([CH2:15][C:11]1[CH:12]=[CH:13][CH:14]=[C:9]([O:8][CH2:1][C:2]2[CH:7]=[CH:6][CH:5]=[CH:4][CH:3]=2)[CH:10]=1)[C:17]([O:19][CH2:20][CH3:21])=[O:18]. The catalyst class is: 2. (4) Reactant: [Cl:1][C:2]1[CH:11]=[C:10]([Cl:12])[C:9]([OH:13])=[C:8]2[C:3]=1[CH:4]=[CH:5][C:6]([CH3:14])=[N:7]2.[Se](=O)=[O:16]. Product: [Cl:1][C:2]1[CH:11]=[C:10]([Cl:12])[C:9]([OH:13])=[C:8]2[C:3]=1[CH:4]=[CH:5][C:6]([CH:14]=[O:16])=[N:7]2. The catalyst class is: 12. (5) The catalyst class is: 2. Reactant: [Cl:1][C:2]1[C:3]([C:15]2[C:23]3[C:18](=[CH:19][CH:20]=[CH:21][CH:22]=3)[N:17]([S:24]([C:27]3[CH:32]=[CH:31][CH:30]=[CH:29][CH:28]=3)(=[O:26])=[O:25])[CH:16]=2)=[N:4][C:5]([NH:8][CH:9]2[CH2:14][CH2:13][CH2:12][NH:11][CH2:10]2)=[N:6][CH:7]=1.[N:33]([C:36]1[CH:41]=[CH:40][C:39]([N+:42]([O-:44])=[O:43])=[CH:38][CH:37]=1)=[C:34]=[O:35]. Product: [Cl:1][C:2]1[C:3]([C:15]2[C:23]3[C:18](=[CH:19][CH:20]=[CH:21][CH:22]=3)[N:17]([S:24]([C:27]3[CH:32]=[CH:31][CH:30]=[CH:29][CH:28]=3)(=[O:26])=[O:25])[CH:16]=2)=[N:4][C:5]([NH:8][CH:9]2[CH2:14][CH2:13][CH2:12][N:11]([C:34]([NH:33][C:36]3[CH:37]=[CH:38][C:39]([N+:42]([O-:44])=[O:43])=[CH:40][CH:41]=3)=[O:35])[CH2:10]2)=[N:6][CH:7]=1. (6) Reactant: [CH3:1][O:2][C:3]([CH:5]1[CH2:9][CH:8]([NH:10][C:11]([C:13]2[CH:14]=[N:15][CH:16]=[CH:17][C:18]=2[NH:19][C:20]2[C:25]([O:26][CH3:27])=[CH:24][N:23]=[C:22]([C:28]3[CH:33]=[C:32]([Cl:34])[CH:31]=[CH:30][C:29]=3[F:35])[N:21]=2)=[O:12])[CH2:7][N:6]1C(OC(C)(C)C)=O)=[O:4]. Product: [CH3:1][O:2][C:3]([CH:5]1[CH2:9][CH:8]([NH:10][C:11]([C:13]2[CH:14]=[N:15][CH:16]=[CH:17][C:18]=2[NH:19][C:20]2[C:25]([O:26][CH3:27])=[CH:24][N:23]=[C:22]([C:28]3[CH:33]=[C:32]([Cl:34])[CH:31]=[CH:30][C:29]=3[F:35])[N:21]=2)=[O:12])[CH2:7][NH:6]1)=[O:4]. The catalyst class is: 12. (7) The catalyst class is: 1. Reactant: Br[C:2]1[CH:7]=[CH:6][C:5]([C:8]2[CH:13]=[CH:12][CH:11]=[CH:10][N:9]=2)=[CH:4][CH:3]=1.C([Li])CCC.Cl[Si:20]([C:33]1[CH:38]=[CH:37][CH:36]=[CH:35][CH:34]=1)([C:27]1[CH:32]=[CH:31][CH:30]=[CH:29][CH:28]=1)[C:21]1[CH:26]=[CH:25][CH:24]=[CH:23][CH:22]=1. Product: [C:33]1([Si:20]([C:21]2[CH:22]=[CH:23][CH:24]=[CH:25][CH:26]=2)([C:27]2[CH:32]=[CH:31][CH:30]=[CH:29][CH:28]=2)[C:2]2[CH:7]=[CH:6][C:5]([C:8]3[CH:13]=[CH:12][CH:11]=[CH:10][N:9]=3)=[CH:4][CH:3]=2)[CH:34]=[CH:35][CH:36]=[CH:37][CH:38]=1.